From a dataset of NCI-60 drug combinations with 297,098 pairs across 59 cell lines. Regression. Given two drug SMILES strings and cell line genomic features, predict the synergy score measuring deviation from expected non-interaction effect. (1) Drug 1: CC12CCC(CC1=CCC3C2CCC4(C3CC=C4C5=CN=CC=C5)C)O. Drug 2: CCCCC(=O)OCC(=O)C1(CC(C2=C(C1)C(=C3C(=C2O)C(=O)C4=C(C3=O)C=CC=C4OC)O)OC5CC(C(C(O5)C)O)NC(=O)C(F)(F)F)O. Cell line: CCRF-CEM. Synergy scores: CSS=8.83, Synergy_ZIP=-1.43, Synergy_Bliss=-0.464, Synergy_Loewe=-0.362, Synergy_HSA=-0.666. (2) Drug 1: C1=CC(=CC=C1C#N)C(C2=CC=C(C=C2)C#N)N3C=NC=N3. Drug 2: CC1=C(C(=CC=C1)Cl)NC(=O)C2=CN=C(S2)NC3=CC(=NC(=N3)C)N4CCN(CC4)CCO. Cell line: RPMI-8226. Synergy scores: CSS=6.95, Synergy_ZIP=-0.412, Synergy_Bliss=0.807, Synergy_Loewe=2.60, Synergy_HSA=-0.747.